From a dataset of Reaction yield outcomes from USPTO patents with 853,638 reactions. Predict the reaction yield, written as a fraction of the theoretical maximum amount of product (1.0 means a 100% yield; for example, 0.34 means a 34% yield). (1) The catalyst is C1COCC1. The reactants are Br[CH2:2][CH2:3][CH2:4][CH3:5].II.[O:8]=[CH:9][CH2:10][CH2:11][CH2:12][CH2:13][CH2:14][CH2:15][CH2:16][CH2:17][CH2:18][CH2:19][CH2:20][CH:21]([C:27]([O:29][CH2:30][CH3:31])=[O:28])[C:22]([O:24][CH2:25][CH3:26])=[O:23]. The product is [OH:8][CH:9]([CH2:2][CH2:3][CH2:4][CH3:5])[CH2:10][CH2:11][CH2:12][CH2:13][CH2:14][CH2:15][CH2:16][CH2:17][CH2:18][CH2:19][CH2:20][CH:21]([C:22]([O:24][CH2:25][CH3:26])=[O:23])[C:27]([O:29][CH2:30][CH3:31])=[O:28]. The yield is 0.625. (2) The product is [F:1][C:2]1[CH:10]=[C:9]([F:11])[CH:8]=[CH:7][C:3]=1[C:4]([NH:13][CH3:12])=[O:5]. The reactants are [F:1][C:2]1[CH:10]=[C:9]([F:11])[CH:8]=[CH:7][C:3]=1[C:4](Cl)=[O:5].[CH3:12][NH2:13]. The yield is 1.00. The catalyst is O1CCCC1. (3) The reactants are C[N:2](C)[CH:3]=[CH:4][C:5]([C:7]1[C:12](=[O:13])[CH:11]=[CH:10][N:9]([C:14]2[CH:19]=[CH:18][CH:17]=[C:16]([C:20]([F:23])([F:22])[F:21])[CH:15]=2)[N:8]=1)=O.Cl.[F:26][C:27]1[CH:32]=[CH:31][C:30]([NH:33]N)=[CH:29][CH:28]=1.CCN(CC)CC. The catalyst is C(O)C. The product is [F:26][C:27]1[CH:32]=[CH:31][C:30]([N:33]2[C:5]([C:7]3[C:12](=[O:13])[CH:11]=[CH:10][N:9]([C:14]4[CH:19]=[CH:18][CH:17]=[C:16]([C:20]([F:23])([F:22])[F:21])[CH:15]=4)[N:8]=3)=[CH:4][CH:3]=[N:2]2)=[CH:29][CH:28]=1. The yield is 0.300. (4) The reactants are [CH3:1][C:2]1[CH:3]=[C:4]([SH:9])[CH:5]=[C:6]([CH3:8])[CH:7]=1.[C:10](=O)([O-])[O-].[K+].[K+].IC.O. The catalyst is [Br-].C([N+](CCCC)(CCCC)CCCC)CCC.CS(C)=O. The product is [CH3:8][C:6]1[CH:5]=[C:4]([S:9][CH3:10])[CH:3]=[C:2]([CH3:1])[CH:7]=1. The yield is 0.880. (5) The catalyst is C(O)(=O)C. The reactants are [F:1][C:2]([F:22])([F:21])[O:3][C:4]1[CH:5]=[C:6]([C:10]2[C:11]3[O:18][C:17]([CH:19]=O)=[CH:16][C:12]=3[CH:13]=[N:14][CH:15]=2)[CH:7]=[CH:8][CH:9]=1.[CH3:23][C:24]1[CH2:28][C:27](=[O:29])[NH:26][N:25]=1.NCCC(O)=O. The yield is 0.850. The product is [CH3:23][C:24]1=[N:25][NH:26][C:27](=[O:29])/[C:28]/1=[CH:19]/[C:17]1[O:18][C:11]2[C:10]([C:6]3[CH:7]=[CH:8][CH:9]=[C:4]([O:3][C:2]([F:1])([F:21])[F:22])[CH:5]=3)=[CH:15][N:14]=[CH:13][C:12]=2[CH:16]=1. (6) The reactants are [CH3:1][O:2][CH2:3][CH2:4][O:5][CH2:6][C:7]([C:10]1[CH:15]=[CH:14][C:13]([NH:16][C:17](=[O:19])[CH3:18])=[CH:12][C:11]=1[N+:20]([O-])=O)([CH3:9])[CH3:8]. The catalyst is CO.[Ni]. The product is [NH2:20][C:11]1[CH:12]=[C:13]([NH:16][C:17](=[O:19])[CH3:18])[CH:14]=[CH:15][C:10]=1[C:7]([CH3:9])([CH3:8])[CH2:6][O:5][CH2:4][CH2:3][O:2][CH3:1]. The yield is 0.350. (7) The reactants are C(=O)([O-])[O-].[K+].[K+].Br[C:8]1[N:12]([C:13]2[C:18]([Cl:19])=[CH:17][C:16]([C:20]([F:23])([F:22])[F:21])=[CH:15][C:14]=2[Cl:24])[N:11]=[C:10]([C:25]#[N:26])[C:9]=1[S:27]([C:30]([F:33])([F:32])[F:31])(=[O:29])=[O:28].[CH3:34][NH:35][CH2:36][CH2:37][OH:38].[Cl-].[NH4+]. The catalyst is CN(C)C=O. The product is [Cl:24][C:14]1[CH:15]=[C:16]([C:20]([F:23])([F:22])[F:21])[CH:17]=[C:18]([Cl:19])[C:13]=1[N:12]1[C:8]([N:35]([CH2:36][CH2:37][OH:38])[CH3:34])=[C:9]([S:27]([C:30]([F:33])([F:32])[F:31])(=[O:29])=[O:28])[C:10]([C:25]#[N:26])=[N:11]1. The yield is 0.570.